Dataset: Catalyst prediction with 721,799 reactions and 888 catalyst types from USPTO. Task: Predict which catalyst facilitates the given reaction. (1) Reactant: FC(F)(F)S(O[C:7]1[CH:12]=[CH:11][C:10]([C:13]2[NH:21][C:16]3=[N:17][CH:18]=[CH:19][N:20]=[C:15]3[CH:14]=2)=[CH:9][CH:8]=1)(=O)=O.O1CCOCC1.[NH:30]1[CH2:34][CH2:33][CH2:32][CH2:31]1.C(OCC)(=O)C. Product: [N:30]1([C:7]2[CH:12]=[CH:11][C:10]([C:13]3[NH:21][C:16]4=[N:17][CH:18]=[CH:19][N:20]=[C:15]4[CH:14]=3)=[CH:9][CH:8]=2)[CH2:34][CH2:33][CH2:32][CH2:31]1. The catalyst class is: 5. (2) Reactant: CO[C:3]([C:5]1[C:10]([NH:11][C:12](=[O:23])[CH2:13][C:14]2[C:19]([F:20])=[CH:18][CH:17]=[C:16]([F:21])[C:15]=2[Cl:22])=[N:9][CH:8]=[CH:7][N:6]=1)=[O:4].C(=O)([O-])[O-].[K+].[K+].O.Cl. Product: [Cl:22][C:15]1[C:16]([F:21])=[CH:17][CH:18]=[C:19]([F:20])[C:14]=1[C:13]1[C:12](=[O:23])[NH:11][C:10]2=[N:9][CH:8]=[CH:7][N:6]=[C:5]2[C:3]=1[OH:4]. The catalyst class is: 9. (3) Reactant: [F:1][C:2]1[CH:3]=[C:4]([CH:7]=[CH:8][C:9]=1F)[CH:5]=[O:6].[CH3:11][S:12]([O-:14])=[O:13].[Na+]. Product: [F:1][C:2]1[CH:3]=[C:4]([CH:7]=[CH:8][C:9]=1[S:12]([CH3:11])(=[O:14])=[O:13])[CH:5]=[O:6]. The catalyst class is: 16. (4) Reactant: [CH2:1]([O:8][N:9]1[C:15](=[O:16])[N:14]2[CH2:17][C@H:10]1[CH2:11][CH2:12][C@H:13]2[C:18]([OH:20])=O)[C:2]1[CH:7]=[CH:6][CH:5]=[CH:4][CH:3]=1.C(N(CC)CC)C.ClC(OCC(C)C)=O.[C:36]([NH:39][NH2:40])(=[O:38])[CH3:37]. Product: [C:36]([NH:39][NH:40][C:18]([C@@H:13]1[CH2:12][CH2:11][C@@H:10]2[CH2:17][N:14]1[C:15](=[O:16])[N:9]2[O:8][CH2:1][C:2]1[CH:3]=[CH:4][CH:5]=[CH:6][CH:7]=1)=[O:20])(=[O:38])[CH3:37]. The catalyst class is: 7. (5) Reactant: [Br:1][C:2]1[CH:3]=[C:4]([CH:8]=O)[CH:5]=[N:6][CH:7]=1.C(O[BH-](OC(=O)C)OC(=O)C)(=O)C.[Na+].[NH:24]1[CH2:28][CH2:27][CH2:26][CH2:25]1. Product: [Br:1][C:2]1[CH:7]=[N:6][CH:5]=[C:4]([CH2:8][N:24]2[CH2:28][CH2:27][CH2:26][CH2:25]2)[CH:3]=1. The catalyst class is: 344.